This data is from Forward reaction prediction with 1.9M reactions from USPTO patents (1976-2016). The task is: Predict the product of the given reaction. (1) Given the reactants [N:1]1([C:7]2[CH:8]=[C:9]([C:20]([O-:22])=[O:21])[C:10]3[N:14]=[C:13]([C:15]([F:18])([F:17])[F:16])[NH:12][C:11]=3[CH:19]=2)[CH2:6][CH2:5][O:4][CH2:3][CH2:2]1.[OH-].[Na+].[ClH:25].O1[CH2:30][CH2:29][CH2:28][CH2:27]1, predict the reaction product. The product is: [Cl:25][C:28]1[C:29]([CH3:30])=[C:19]([CH2:11][N:12]2[C:11]3[CH:19]=[C:7]([N:1]4[CH2:2][CH2:3][O:4][CH2:5][CH2:6]4)[CH:8]=[C:9]([C:20]([OH:22])=[O:21])[C:10]=3[N:14]=[C:13]2[C:15]([F:17])([F:16])[F:18])[CH:7]=[CH:8][CH:27]=1. (2) Given the reactants Cl[C:2]1[N:7]=[C:6]([N:8]([C:16]2[CH:21]=[CH:20][CH:19]=[C:18]([N:22]([OH:27])[C:23](=[O:26])[CH:24]=[CH2:25])[CH:17]=2)[C:9](=[O:15])[O:10][C:11]([CH3:14])([CH3:13])[CH3:12])[C:5]([F:28])=[CH:4][N:3]=1.[CH3:29][O:30][CH2:31][CH2:32][O:33][C:34]1[CH:40]=[CH:39][C:37]([NH2:38])=[CH:36][CH:35]=1.CCCCCC.C(OCC)(=O)C.O, predict the reaction product. The product is: [F:28][C:5]1[C:6]([N:8]([C:16]2[CH:21]=[CH:20][CH:19]=[C:18]([N:22]([OH:27])[C:23](=[O:26])[CH:24]=[CH2:25])[CH:17]=2)[C:9](=[O:15])[O:10][C:11]([CH3:14])([CH3:13])[CH3:12])=[N:7][C:2]([NH:38][C:37]2[CH:36]=[CH:35][C:34]([O:33][CH2:32][CH2:31][O:30][CH3:29])=[CH:40][CH:39]=2)=[N:3][CH:4]=1. (3) Given the reactants Br[C:2]1[CH:7]=[CH:6][C:5]([C:8]([N:10]2[CH2:15][CH2:14][N:13]([C:16]3[C:21]([CH3:22])=[CH:20][C:19]([CH3:23])=[CH:18][N:17]=3)[CH2:12][CH2:11]2)=[O:9])=[C:4]([CH3:24])[CH:3]=1.[CH3:25][O:26][C:27]1[CH:40]=[CH:39][C:30]([CH2:31][N:32]2[CH2:36][CH:35]([CH3:37])[NH:34][C:33]2=[O:38])=[CH:29][CH:28]=1, predict the reaction product. The product is: [CH3:22][C:21]1[C:16]([N:13]2[CH2:14][CH2:15][N:10]([C:8]([C:5]3[CH:6]=[CH:7][C:2]([N:34]4[CH:35]([CH3:37])[CH2:36][N:32]([CH2:31][C:30]5[CH:39]=[CH:40][C:27]([O:26][CH3:25])=[CH:28][CH:29]=5)[C:33]4=[O:38])=[CH:3][C:4]=3[CH3:24])=[O:9])[CH2:11][CH2:12]2)=[N:17][CH:18]=[C:19]([CH3:23])[CH:20]=1. (4) Given the reactants Cl[C:2]1[CH:7]=[C:6]([O:8][CH3:9])[CH:5]=[C:4]([Cl:10])[N:3]=1.[N:11]1([C:17]([O:19][C:20]([CH3:23])([CH3:22])[CH3:21])=[O:18])[CH2:16][CH2:15][NH:14][CH2:13][CH2:12]1, predict the reaction product. The product is: [Cl:10][C:4]1[N:3]=[C:2]([N:14]2[CH2:13][CH2:12][N:11]([C:17]([O:19][C:20]([CH3:23])([CH3:22])[CH3:21])=[O:18])[CH2:16][CH2:15]2)[CH:7]=[C:6]([O:8][CH3:9])[CH:5]=1. (5) Given the reactants [Cl:1][C:2]1[N:7]=[C:6](Cl)[CH:5]=[C:4]([C:9]2[CH:14]=[CH:13][CH:12]=[C:11]([S:15]([CH3:18])(=[O:17])=[O:16])[CH:10]=2)[N:3]=1.CCN(C(C)C)C(C)C.[NH:28]1[CH2:33][CH2:32][O:31][CH2:30][CH2:29]1, predict the reaction product. The product is: [Cl:1][C:2]1[N:7]=[C:6]([N:28]2[CH2:33][CH2:32][O:31][CH2:30][CH2:29]2)[CH:5]=[C:4]([C:9]2[CH:14]=[CH:13][CH:12]=[C:11]([S:15]([CH3:18])(=[O:17])=[O:16])[CH:10]=2)[N:3]=1. (6) Given the reactants Cl[C:2]1[C:11]2[C:6](=[C:7]([Br:12])[CH:8]=[CH:9][CH:10]=2)[CH:5]=[CH:4][N:3]=1.[CH2:13]([OH:20])[C:14]1[CH:19]=[CH:18][CH:17]=[CH:16][CH:15]=1.[OH-].[K+].C(=O)([O-])[O-].[K+].[K+].COCCOCCN(CCOCCOC)CCOCCOC, predict the reaction product. The product is: [CH2:13]([O:20][C:2]1[C:11]2[C:6](=[C:7]([Br:12])[CH:8]=[CH:9][CH:10]=2)[CH:5]=[CH:4][N:3]=1)[C:14]1[CH:19]=[CH:18][CH:17]=[CH:16][CH:15]=1. (7) Given the reactants [Br:1][C:2]1[CH:3]=[CH:4][C:5]([OH:10])=[C:6]([CH:9]=1)[C:7]#[N:8].[C:11]([O:15][C:16]([N:18]1[CH2:23][CH2:22][CH:21]([N:24]2[C:28]3=[N:29][CH:30]=[N:31][C:32](Cl)=[C:27]3[CH:26]=[N:25]2)[CH2:20][CH2:19]1)=[O:17])([CH3:14])([CH3:13])[CH3:12].C(=O)([O-])[O-].[K+].[K+].C(=O)([O-])[O-].[Na+].[Na+], predict the reaction product. The product is: [C:11]([O:15][C:16]([N:18]1[CH2:19][CH2:20][CH:21]([N:24]2[C:28]3=[N:29][CH:30]=[N:31][C:32]([O:10][C:5]4[CH:4]=[CH:3][C:2]([Br:1])=[CH:9][C:6]=4[C:7]#[N:8])=[C:27]3[CH:26]=[N:25]2)[CH2:22][CH2:23]1)=[O:17])([CH3:14])([CH3:12])[CH3:13]. (8) Given the reactants [C:1]([O:5][C:6](=[O:26])[CH2:7][CH2:8][CH2:9][NH:10][CH2:11][C@H:12]([NH:14][C:15]1[CH:20]=[CH:19][C:18]([C:21]([F:24])([F:23])[F:22])=[C:17]([Cl:25])[CH:16]=1)[CH3:13])([CH3:4])([CH3:3])[CH3:2].[I-].ClC1C=CC=C[N+]=1C.[CH3:36][O:37][CH:38]([O:43][CH3:44])[CH2:39][C:40](O)=[O:41].C(N(CCCC)CCCC)CCC, predict the reaction product. The product is: [C:1]([O:5][C:6](=[O:26])[CH2:7][CH2:8][CH2:9][N:10]([CH2:11][C@H:12]([NH:14][C:15]1[CH:20]=[CH:19][C:18]([C:21]([F:23])([F:24])[F:22])=[C:17]([Cl:25])[CH:16]=1)[CH3:13])[C:40](=[O:41])[CH2:39][CH:38]([O:43][CH3:44])[O:37][CH3:36])([CH3:2])([CH3:3])[CH3:4]. (9) Given the reactants [Cl:1][C:2]1[CH:7]=[CH:6][C:5]([CH:8]2[N:12]([C:13]3[CH:18]=[CH:17][C:16]([Cl:19])=[CH:15][C:14]=3[Cl:20])[N:11]=[C:10]([C:21]([OH:23])=[O:22])[CH2:9]2)=[CH:4][CH:3]=1.[CH2:24](O)[CH3:25].O.C1(C)C=CC(S(O)(=O)=O)=CC=1, predict the reaction product. The product is: [CH2:24]([O:22][C:21]([C:10]1[CH2:9][CH:8]([C:5]2[CH:4]=[CH:3][C:2]([Cl:1])=[CH:7][CH:6]=2)[N:12]([C:13]2[CH:18]=[CH:17][C:16]([Cl:19])=[CH:15][C:14]=2[Cl:20])[N:11]=1)=[O:23])[CH3:25].